From a dataset of Forward reaction prediction with 1.9M reactions from USPTO patents (1976-2016). Predict the product of the given reaction. (1) Given the reactants Cl.C12(N)CC3[CH2:7][CH:8]([CH2:10]C(C3)C1)[CH2:9]2.CC[N:15]([CH:19](C)C)C(C)C.[F:22][C:23]1([F:44])[CH2:28][N:27]([C:29]2[C:34]([Cl:35])=[CH:33][C:32]([Cl:36])=[CH:31][C:30]=2[Cl:37])[S:26](=[O:39])(=[O:38])[N:25]([CH2:40][C:41](O)=[O:42])[CH2:24]1.CCN=C=NCCCN(C)C.[CH:56]1[CH:57]=[CH:58][C:59]2[N:64](O)N=N[C:60]=2[CH:61]=1.CS(C)=[O:68], predict the reaction product. The product is: [F:44][C:23]1([F:22])[CH2:28][N:27]([C:29]2[C:34]([Cl:35])=[CH:33][C:32]([Cl:36])=[CH:31][C:30]=2[Cl:37])[S:26](=[O:39])(=[O:38])[N:25]([CH2:40][C:41]([NH:64][CH:59]2[CH:58]3[CH2:57][C:56]4([C:19]([NH2:15])=[O:68])[CH2:10][CH:8]([CH2:7][CH:60]2[CH2:61]4)[CH2:9]3)=[O:42])[CH2:24]1. (2) Given the reactants [OH:1][C:2]1[CH:3]=[C:4]([C:11]2[C:12]([C:29]([O:31][CH2:32][CH3:33])=[O:30])=[C:13]3[C:22]4[C:17](=[CH:18][C:19]([O:25][CH3:26])=[C:20]([O:23][CH3:24])[CH:21]=4)[CH2:16][CH2:15][N:14]3[C:27]=2[CH3:28])[CH:5]=[CH:6][C:7]=1[N+:8]([O-])=O.[CH3:34]O, predict the reaction product. The product is: [O:1]1[C:2]2[CH:3]=[C:4]([C:11]3[C:12]([C:29]([O:31][CH2:32][CH3:33])=[O:30])=[C:13]4[C:22]5[C:17](=[CH:18][C:19]([O:25][CH3:26])=[C:20]([O:23][CH3:24])[CH:21]=5)[CH2:16][CH2:15][N:14]4[C:27]=3[CH3:28])[CH:5]=[CH:6][C:7]=2[N:8]=[CH:34]1. (3) Given the reactants [CH3:1][O:2][C:3](=[O:30])[C:4]1[CH2:13][C:12]([NH:14][C:15]2[CH:20]=[CH:19][C:18]([CH3:21])=[CH:17][CH:16]=2)=[C:7]([C:8]([O:10][CH3:11])=[O:9])[CH2:6][C:5]=1[NH:22][C:23]1[CH:28]=[CH:27][C:26]([CH3:29])=[CH:25][CH:24]=1.C[O-].[Na+].[N+](C1C=C(S([O-])(=O)=O)C=CC=1)([O-])=O.[Na+], predict the reaction product. The product is: [CH3:11][O:10][C:8](=[O:9])[C:7]1[CH:6]=[C:5]([NH:22][C:23]2[CH:28]=[CH:27][C:26]([CH3:29])=[CH:25][CH:24]=2)[C:4]([C:3]([O:2][CH3:1])=[O:30])=[CH:13][C:12]=1[NH:14][C:15]1[CH:16]=[CH:17][C:18]([CH3:21])=[CH:19][CH:20]=1. (4) Given the reactants Cl[C:2]1[N:7]=[N:6][C:5]([C:8]([O:10][CH3:11])=[O:9])=[CH:4][CH:3]=1.[CH:12]1([CH2:15][OH:16])[CH2:14][CH2:13]1.[CH3:17][C:18]([CH3:21])([O-])C.[K+].O, predict the reaction product. The product is: [CH:12]1([CH2:15][O:16][C:2]2[N:7]=[N:6][C:5]([C:8]([O:10][CH2:11][CH:21]3[CH2:18][CH2:17]3)=[O:9])=[CH:4][CH:3]=2)[CH2:14][CH2:13]1. (5) Given the reactants [F:1][C:2]([F:13])([F:12])[C:3]1[CH:8]=[CH:7][CH:6]=[CH:5][C:4]=1B(O)O.FC(F)(F)S(O[C:20]1[CH:25]=[CH:24][C:23]([CH:26]=[O:27])=[CH:22][C:21]=1[CH3:28])(=O)=O.[Li+].[Cl-].C([O-])([O-])=O.[Na+].[Na+], predict the reaction product. The product is: [CH3:28][C:21]1[CH:22]=[C:23]([CH:26]=[O:27])[CH:24]=[CH:25][C:20]=1[C:4]1[CH:5]=[CH:6][CH:7]=[CH:8][C:3]=1[C:2]([F:13])([F:12])[F:1]. (6) Given the reactants [NH2:1][C:2]1[CH:3]=[C:4]([CH:16]=[CH:17][CH:18]=1)[O:5][C:6]1[CH:11]=[CH:10][N:9]=[C:8]2[NH:12][C:13](=[O:15])[NH:14][C:7]=12.[F:19][C:20]1[CH:21]=[C:22]([N:27]=[C:28]=[O:29])[CH:23]=[CH:24][C:25]=1[F:26], predict the reaction product. The product is: [F:19][C:20]1[CH:21]=[C:22]([NH:27][C:28]([NH:1][C:2]2[CH:18]=[CH:17][CH:16]=[C:4]([O:5][C:6]3[CH:11]=[CH:10][N:9]=[C:8]4[NH:12][C:13](=[O:15])[NH:14][C:7]=34)[CH:3]=2)=[O:29])[CH:23]=[CH:24][C:25]=1[F:26]. (7) Given the reactants [C:1]([CH2:3][CH2:4][C:5]([NH:7][CH:8]([B:21]1[O:29][CH:28]2[C:23]([CH3:33])([CH:24]3[CH2:30][CH:26]([CH2:27]2)[C:25]3([CH3:32])[CH3:31])[O:22]1)[CH2:9][C:10]1[C:11]([O:19][CH3:20])=[C:12]([CH:16]=[CH:17][CH:18]=1)[C:13]([OH:15])=[O:14])=[O:6])#[N:2].[F:34][C:35]1[CH:45]=[CH:44][C:38]([C:39]([O:41][CH2:42]Cl)=[O:40])=[CH:37][CH:36]=1, predict the reaction product. The product is: [F:34][C:35]1[CH:36]=[CH:37][C:38]([C:39]([O:41][CH2:42][O:14][C:13](=[O:15])[C:12]2[CH:16]=[CH:17][CH:18]=[C:10]([CH2:9][CH:8]([NH:7][C:5](=[O:6])[CH2:4][CH2:3][C:1]#[N:2])[B:21]3[O:29][CH:28]4[C:23]([CH3:33])([CH:24]5[CH2:30][CH:26]([CH2:27]4)[C:25]5([CH3:32])[CH3:31])[O:22]3)[C:11]=2[O:19][CH3:20])=[O:40])=[CH:44][CH:45]=1. (8) Given the reactants Br[C:2]1[CH:7]=[CH:6][N:5]2[N:8]=[CH:9][C:10]([C:11]#[N:12])=[C:4]2[CH:3]=1.[CH3:13][O:14][C:15]1[C:20]([NH:21][S:22]([CH:25]2[CH2:27][CH2:26]2)(=[O:24])=[O:23])=[CH:19][C:18](B2OC(C)(C)C(C)(C)O2)=[CH:17][N:16]=1.C([O-])([O-])=O.[Na+].[Na+].C(Cl)Cl, predict the reaction product. The product is: [C:11]([C:10]1[CH:9]=[N:8][N:5]2[CH:6]=[CH:7][C:2]([C:18]3[CH:19]=[C:20]([NH:21][S:22]([CH:25]4[CH2:26][CH2:27]4)(=[O:24])=[O:23])[C:15]([O:14][CH3:13])=[N:16][CH:17]=3)=[CH:3][C:4]=12)#[N:12]. (9) Given the reactants [C:1]([N:5]1[C:14]2[C:13](=[O:15])[NH:12][CH2:11][C:10]([C:16]3[CH:21]=[CH:20][C:19]([O:22]C)=[CH:18][CH:17]=3)=[N:9][C:8]=2[C:7]([CH:24]([CH3:26])[CH3:25])=[N:6]1)([CH3:4])(C)C.B(Br)(Br)Br.Cl[CH2:32]Cl, predict the reaction product. The product is: [C:24]([C:7]1[C:8]2[N:9]=[C:10]([C:16]3[CH:21]=[CH:20][C:19]([OH:22])=[CH:18][CH:17]=3)[CH2:11][NH:12][C:13](=[O:15])[C:14]=2[N:5]([CH2:1][CH3:4])[N:6]=1)([CH3:32])([CH3:26])[CH3:25]. (10) Given the reactants Cl.[NH2:2][C:3]1[N:32]=[C:6]2[N:7]([C:22]3[CH:27]=[CH:26][CH:25]=[C:24]([C:28]([F:31])([F:30])[F:29])[CH:23]=3)[C:8]([CH3:21])=[C:9]([C:19]#[N:20])[C@@H:10]([C:11]3[CH:16]=[CH:15][C:14]([C:17]#[N:18])=[CH:13][CH:12]=3)[N:5]2[N:4]=1.N1C=CC=CC=1.[F:39][C:40]1([C:43](Cl)=[O:44])[CH2:42][CH2:41]1, predict the reaction product. The product is: [C:19]([C:9]1[C@@H:10]([C:11]2[CH:16]=[CH:15][C:14]([C:17]#[N:18])=[CH:13][CH:12]=2)[N:5]2[N:4]=[C:3]([NH:2][C:43]([C:40]3([F:39])[CH2:42][CH2:41]3)=[O:44])[N:32]=[C:6]2[N:7]([C:22]2[CH:27]=[CH:26][CH:25]=[C:24]([C:28]([F:29])([F:31])[F:30])[CH:23]=2)[C:8]=1[CH3:21])#[N:20].